From a dataset of Peptide-MHC class II binding affinity with 134,281 pairs from IEDB. Regression. Given a peptide amino acid sequence and an MHC pseudo amino acid sequence, predict their binding affinity value. This is MHC class II binding data. The peptide sequence is VEIALGGVMGGLWKY. The MHC is DRB1_0901 with pseudo-sequence DRB1_0901. The binding affinity (normalized) is 0.474.